Dataset: Catalyst prediction with 721,799 reactions and 888 catalyst types from USPTO. Task: Predict which catalyst facilitates the given reaction. (1) Reactant: [CH2:1]([O:8][CH2:9][CH2:10][CH2:11][O:12][C:13]1[C:14]([B:23]2[O:27][C:26](C)(C)[C:25](C)(C)[O:24]2)=[C:15]([CH:18]=[CH:19][C:20]=1[O:21][CH3:22])C=O)[C:2]1[CH:7]=[CH:6][CH:5]=[CH:4][CH:3]=1.[N+:32](C)([O-:34])=[O:33].[OH-].[Na+].C1COCC1. Product: [CH2:1]([O:8][CH2:9][CH2:10][CH2:11][O:12][C:13]1[C:14]2[B:23]([OH:27])[O:24][CH:25]([CH2:26][N+:32]([O-:34])=[O:33])[C:15]=2[CH:18]=[CH:19][C:20]=1[O:21][CH3:22])[C:2]1[CH:3]=[CH:4][CH:5]=[CH:6][CH:7]=1. The catalyst class is: 6. (2) Reactant: O.NN.[F:4][C:5]1[C:10]([N:11]2[CH2:16][CH2:15][N:14]([CH3:17])[CH2:13][CH2:12]2)=[CH:9][CH:8]=[C:7]([N+:18]([O-])=O)[C:6]=1[NH2:21]. Product: [F:4][C:5]1[C:10]([N:11]2[CH2:16][CH2:15][N:14]([CH3:17])[CH2:13][CH2:12]2)=[CH:9][CH:8]=[C:7]([NH2:18])[C:6]=1[NH2:21]. The catalyst class is: 8. (3) Reactant: N(C(OCC)=O)=NC(OCC)=O.[C:13]([O:17][C:18]([N:20]1[CH2:25][CH2:24][CH:23]([OH:26])[CH2:22][CH2:21]1)=[O:19])([CH3:16])([CH3:15])[CH3:14].[F:27][C:28]([F:37])([F:36])[C:29]1[CH:34]=[CH:33][CH:32]=[CH:31][C:30]=1O.C1(P(C2C=CC=CC=2)C2C=CC=CC=2)C=CC=CC=1. Product: [F:27][C:28]([F:37])([F:36])[C:29]1[CH:34]=[CH:33][CH:32]=[CH:31][C:30]=1[O:26][CH:23]1[CH2:24][CH2:25][N:20]([C:18]([O:17][C:13]([CH3:16])([CH3:14])[CH3:15])=[O:19])[CH2:21][CH2:22]1. The catalyst class is: 1. (4) The catalyst class is: 5. Reactant: C[Si]([Cl:5])(C)C.[CH3:6][O:7][C:8](=[O:54])[C@@H:9]([NH:32][C:33]([C:35]1[C:36]([CH3:53])=[N:37][C:38]([NH:42][CH2:43][CH2:44][CH2:45][C:46]2[CH:51]=[CH:50][CH:49]=[C:48]([OH:52])[CH:47]=2)=[N:39][C:40]=1[CH3:41])=[O:34])[CH2:10][NH:11][C:12](=[O:31])[C:13]1[CH:18]=[CH:17][CH:16]=[C:15]([O:19][CH2:20][CH2:21][CH2:22][NH:23]C(OC(C)(C)C)=O)[CH:14]=1. Product: [ClH:5].[CH3:6][O:7][C:8](=[O:54])[C@@H:9]([NH:32][C:33]([C:35]1[C:36]([CH3:53])=[N:37][C:38]([NH:42][CH2:43][CH2:44][CH2:45][C:46]2[CH:51]=[CH:50][CH:49]=[C:48]([OH:52])[CH:47]=2)=[N:39][C:40]=1[CH3:41])=[O:34])[CH2:10][NH:11][C:12](=[O:31])[C:13]1[CH:18]=[CH:17][CH:16]=[C:15]([O:19][CH2:20][CH2:21][CH2:22][NH2:23])[CH:14]=1. (5) Reactant: [NH2:1][C:2]1[CH:11]=[CH:10][C:9]2[C:8]3[C:12]4[N:19]([C:20]([O:22][C:23]([CH3:26])([CH3:25])[CH3:24])=[O:21])[CH2:18][C@@H:17]([CH3:27])[NH:16][C:15](=[O:28])[C:13]=4[S:14][C:7]=3[CH:6]=[CH:5][C:4]=2[N:3]=1.Cl[C:30]1[CH:35]=[CH:34][N:33]=[C:32]([S:36]([CH3:39])(=[O:38])=[O:37])[N:31]=1.C(=O)([O-])[O-].[K+].[K+].CN(C1C(C2C(P(C3CCCCC3)C3CCCCC3)=CC=CC=2)=CC=CC=1)C. Product: [CH3:27][C@@H:17]1[CH2:18][N:19]([C:20]([O:22][C:23]([CH3:24])([CH3:26])[CH3:25])=[O:21])[C:12]2[C:8]3[C:9]4[CH:10]=[CH:11][C:2]([NH:1][C:30]5[CH:35]=[CH:34][N:33]=[C:32]([S:36]([CH3:39])(=[O:38])=[O:37])[N:31]=5)=[N:3][C:4]=4[CH:5]=[CH:6][C:7]=3[S:14][C:13]=2[C:15](=[O:28])[NH:16]1. The catalyst class is: 333. (6) Reactant: [Cl-].O[NH3+:3].[C:4](=[O:7])([O-])[OH:5].[Na+].CS(C)=O.[CH2:13]([C:17]1[N:18]=[C:19]([CH3:47])[N:20]([CH2:39][C:40]2[CH:44]=[C:43]([CH3:45])[N:42]([CH3:46])[N:41]=2)[C:21](=[O:38])[C:22]=1[CH2:23][C:24]1[CH:29]=[CH:28][C:27]([C:30]2[C:31]([C:36]#[N:37])=[CH:32][CH:33]=[CH:34][CH:35]=2)=[CH:26][CH:25]=1)[CH2:14][CH2:15][CH3:16]. Product: [CH2:13]([C:17]1[N:18]=[C:19]([CH3:47])[N:20]([CH2:39][C:40]2[CH:44]=[C:43]([CH3:45])[N:42]([CH3:46])[N:41]=2)[C:21](=[O:38])[C:22]=1[CH2:23][C:24]1[CH:25]=[CH:26][C:27]([C:30]2[CH:35]=[CH:34][CH:33]=[CH:32][C:31]=2[C:36]2[NH:3][C:4](=[O:7])[O:5][N:37]=2)=[CH:28][CH:29]=1)[CH2:14][CH2:15][CH3:16]. The catalyst class is: 13.